Predict the reactants needed to synthesize the given product. From a dataset of Full USPTO retrosynthesis dataset with 1.9M reactions from patents (1976-2016). (1) Given the product [OH:1][C@@H:2]1[CH2:7][CH2:6][C@H:5]([N:8]2[CH2:12][CH2:11][C@:10]3([CH2:17][CH2:16][CH2:15][NH:14][CH2:13]3)[C:9]2=[O:28])[CH2:4][CH2:3]1, predict the reactants needed to synthesize it. The reactants are: [OH:1][C@@H:2]1[CH2:7][CH2:6][C@H:5]([N:8]2[CH2:12][CH2:11][C@:10]3([CH2:17][CH2:16][CH2:15][N:14](C(OCC4C=CC=CC=4)=O)[CH2:13]3)[C:9]2=[O:28])[CH2:4][CH2:3]1. (2) Given the product [CH3:29][N:9]1[C:5]2[C:4](=[O:25])[CH2:3][C:2]([CH3:26])([CH3:1])[CH2:24][C:6]=2[N:7]([CH2:11][C:12]2[CH:17]=[C:16]([O:18][CH3:19])[C:15]([O:20][CH3:21])=[C:14]([O:22][CH3:23])[CH:13]=2)[C:8]1=[O:10], predict the reactants needed to synthesize it. The reactants are: [CH3:1][C:2]1([CH3:26])[CH2:24][C:6]2[N:7]([CH2:11][C:12]3[CH:17]=[C:16]([O:18][CH3:19])[C:15]([O:20][CH3:21])=[C:14]([O:22][CH3:23])[CH:13]=3)[C:8](=[O:10])[NH:9][C:5]=2[C:4](=[O:25])[CH2:3]1.[H-].[Na+].[CH3:29]I. (3) Given the product [CH2:39]([O:22][C:21]([C@@:19]12[CH2:18][N:17]([S:24]([C:27]3[CH:32]=[CH:31][CH:30]=[C:29]([N:33]4[CH2:34][CH2:35][CH2:36][CH2:37]4)[CH:28]=3)(=[O:26])=[O:25])[CH2:16][CH2:15][C:14]1=[CH:13][C:12]1[N:8]([C:5]3[CH:4]=[CH:3][C:2]([F:1])=[CH:7][CH:6]=3)[N:9]=[CH:10][C:11]=1[CH2:20]2)=[O:23])[CH3:40], predict the reactants needed to synthesize it. The reactants are: [F:1][C:2]1[CH:7]=[CH:6][C:5]([N:8]2[C:12]3[CH:13]=[C:14]4[C@:19]([C:21]([OH:23])=[O:22])([CH2:20][C:11]=3[CH:10]=[N:9]2)[CH2:18][N:17]([S:24]([C:27]2[CH:32]=[CH:31][CH:30]=[C:29]([N:33]3[CH2:37][CH2:36][CH2:35][CH2:34]3)[CH:28]=2)(=[O:26])=[O:25])[CH2:16][CH2:15]4)=[CH:4][CH:3]=1.I[CH2:39][CH3:40]. (4) Given the product [C:8]1([CH:14]([CH3:18])[C:15]([O:17][CH3:1])=[O:16])[CH:13]=[CH:12][CH:11]=[CH:10][CH:9]=1, predict the reactants needed to synthesize it. The reactants are: [CH3:1][Si](C=[N+]=[N-])(C)C.[C:8]1([CH:14]([CH3:18])[C:15]([OH:17])=[O:16])[CH:13]=[CH:12][CH:11]=[CH:10][CH:9]=1. (5) Given the product [Cl:35][C:32]1[S:31][C:30]([C:28]2[O:27][N:26]=[C:25]([CH2:24][N:9]3[C:8]4[CH:36]=[CH:37][C:5]([C:3]([OH:4])=[O:2])=[CH:6][C:7]=4[N:11]=[C:10]3[C:12](=[O:23])[NH:13][CH:14]3[CH2:19][CH2:18][N:17]([CH:20]4[CH2:21][CH2:22]4)[CH2:16][CH2:15]3)[CH:29]=2)=[CH:34][CH:33]=1, predict the reactants needed to synthesize it. The reactants are: C[O:2][C:3]([C:5]1[CH:37]=[CH:36][C:8]2[N:9]([CH2:24][C:25]3[CH:29]=[C:28]([C:30]4[S:31][C:32]([Cl:35])=[CH:33][CH:34]=4)[O:27][N:26]=3)[C:10]([C:12](=[O:23])[NH:13][CH:14]3[CH2:19][CH2:18][N:17]([CH:20]4[CH2:22][CH2:21]4)[CH2:16][CH2:15]3)=[N:11][C:7]=2[CH:6]=1)=[O:4].[Li+].[OH-].